This data is from Catalyst prediction with 721,799 reactions and 888 catalyst types from USPTO. The task is: Predict which catalyst facilitates the given reaction. (1) Reactant: [OH:1][C:2]1([C:19]2[CH:20]=[CH:21][C:22]3[N:26]=[C:25]([CH2:27][C:28]([O:30][CH2:31][CH2:32][CH2:33]Cl)=[O:29])[NH:24][C:23]=3[CH:35]=2)[C:10]2[C:5](=[CH:6][CH:7]=[CH:8][CH:9]=2)[C:4](=[O:11])[N:3]1[CH2:12][C:13]1[CH:18]=[CH:17][CH:16]=[CH:15][CH:14]=1.[CH3:36][N:37]1[CH2:42][CH2:41][NH:40][CH2:39][CH2:38]1. Product: [OH:1][C:2]1([C:19]2[CH:20]=[CH:21][C:22]3[N:26]=[C:25]([CH2:27][C:28]([O:30][CH2:31][CH2:32][CH2:33][N:40]4[CH2:41][CH2:42][N:37]([CH3:36])[CH2:38][CH2:39]4)=[O:29])[NH:24][C:23]=3[CH:35]=2)[C:10]2[C:5](=[CH:6][CH:7]=[CH:8][CH:9]=2)[C:4](=[O:11])[N:3]1[CH2:12][C:13]1[CH:18]=[CH:17][CH:16]=[CH:15][CH:14]=1. The catalyst class is: 10. (2) Reactant: [C:1]([O:5][C:6]([NH:8][CH2:9][C@H:10]1[CH2:15][CH2:14][C@H:13]([C:16]([NH:18][C@H:19]([C:37](=[O:55])[NH:38][C:39]2[CH:54]=[CH:53][C:42]3[NH:43][C:44]([C:46]([F:52])([F:51])[C:47]([F:50])([F:49])[F:48])=[N:45][C:41]=3[CH:40]=2)[CH2:20][C:21]2[CH:26]=[CH:25][C:24]([C:27]3[CH:32]=[CH:31][C:30]([C:33](O)=[O:34])=[CH:29][C:28]=3[CH3:36])=[CH:23][CH:22]=2)=[O:17])[CH2:12][CH2:11]1)=[O:7])([CH3:4])([CH3:3])[CH3:2].[NH2:56][C@@H:57]1[CH2:61][CH2:60][N:59]([C:62]([O:64][C:65]([CH3:68])([CH3:67])[CH3:66])=[O:63])[CH2:58]1.C(N(CC)C(C)C)(C)C.C(P1(=O)OP(=O)(CCC)OP(=O)(CCC)O1)CC. Product: [C:1]([O:5][C:6]([NH:8][CH2:9][C@H:10]1[CH2:15][CH2:14][C@H:13]([C:16]([NH:18][C@H:19]([C:37](=[O:55])[NH:38][C:39]2[CH:54]=[CH:53][C:42]3[NH:43][C:44]([C:46]([F:51])([F:52])[C:47]([F:49])([F:50])[F:48])=[N:45][C:41]=3[CH:40]=2)[CH2:20][C:21]2[CH:26]=[CH:25][C:24]([C:27]3[CH:32]=[CH:31][C:30]([C:33]([NH:56][C@@H:57]4[CH2:61][CH2:60][N:59]([C:62]([O:64][C:65]([CH3:68])([CH3:67])[CH3:66])=[O:63])[CH2:58]4)=[O:34])=[CH:29][C:28]=3[CH3:36])=[CH:23][CH:22]=2)=[O:17])[CH2:12][CH2:11]1)=[O:7])([CH3:4])([CH3:2])[CH3:3]. The catalyst class is: 9. (3) Reactant: [Cl:1][C:2]1[CH:7]=[C:6]([N+]([O-])=O)[CH:5]=[C:4]([N+:11]([O-:13])=[O:12])[CH:3]=1.[CH3:14][O-:15].[Na+]. Product: [Cl:1][C:2]1[CH:7]=[C:6]([O:15][CH3:14])[CH:5]=[C:4]([N+:11]([O-:13])=[O:12])[CH:3]=1. The catalyst class is: 5. (4) Reactant: [H-].[Na+].[I-].[CH3:4][S+](C)(C)=O.[Br:9][C:10]1[CH:11]=[C:12]([CH:17]=[CH:18][C:19]([O:21][CH2:22][CH3:23])=[O:20])[CH:13]=[CH:14][C:15]=1[F:16]. Product: [Br:9][C:10]1[CH:11]=[C:12]([C@@H:17]2[CH2:4][C@H:18]2[C:19]([O:21][CH2:22][CH3:23])=[O:20])[CH:13]=[CH:14][C:15]=1[F:16]. The catalyst class is: 16. (5) Reactant: [C:1]([C:4]1[O:5][C:6]2[CH:13]=[CH:12][C:11]([O:14]C(C)=O)=[C:10]([Br:18])[C:7]=2[C:8]=1[NH2:9])(=[O:3])[CH3:2].C([O-])([O-])=O.[K+].[K+].Cl. Product: [C:1]([C:4]1[O:5][C:6]2[CH:13]=[CH:12][C:11]([OH:14])=[C:10]([Br:18])[C:7]=2[C:8]=1[NH2:9])(=[O:3])[CH3:2]. The catalyst class is: 24. (6) Reactant: CC(C)N=C=NC(C)C.[CH2:10]([N:13]([C:20]([O:22][C:23]([CH3:26])([CH3:25])[CH3:24])=[O:21])[CH2:14][CH2:15][CH2:16][C:17]([OH:19])=O)[CH:11]=[CH2:12].[CH:27]1[C:40]2[C:31](=[CH:32][C:33]3[C:38]([C:39]=2[CH2:41][CH2:42][NH2:43])=[CH:37][CH:36]=[CH:35][CH:34]=3)[CH:30]=[CH:29][CH:28]=1. Product: [CH2:10]([N:13]([CH2:14][CH2:15][CH2:16][C:17]([NH:43][CH2:42][CH2:41][C:39]1[C:40]2[C:31]([CH:32]=[C:33]3[C:38]=1[CH:37]=[CH:36][CH:35]=[CH:34]3)=[CH:30][CH:29]=[CH:28][CH:27]=2)=[O:19])[C:20](=[O:21])[O:22][C:23]([CH3:26])([CH3:25])[CH3:24])[CH:11]=[CH2:12]. The catalyst class is: 79.